Predict the product of the given reaction. From a dataset of Forward reaction prediction with 1.9M reactions from USPTO patents (1976-2016). Given the reactants [Br:1][C:2]1[C:3]([C:8]([OH:10])=[O:9])=[N:4][CH:5]=[CH:6][CH:7]=1.S(=O)(=O)(O)O.O.[CH3:17]O, predict the reaction product. The product is: [CH3:17][O:9][C:8]([C:3]1[C:2]([Br:1])=[CH:7][CH:6]=[CH:5][N:4]=1)=[O:10].